This data is from Full USPTO retrosynthesis dataset with 1.9M reactions from patents (1976-2016). The task is: Predict the reactants needed to synthesize the given product. (1) Given the product [Br:1][C:2]1[S:6][C:5]([C:7]([O:9][CH3:10])=[O:8])=[C:4]([NH:11][CH3:12])[CH:3]=1, predict the reactants needed to synthesize it. The reactants are: [Br:1][C:2]1[S:6][C:5]([C:7]([O:9][CH3:10])=[O:8])=[C:4]([NH:11][C:12](=O)C(F)(F)F)[CH:3]=1.C(=O)([O-])[O-].[K+].[K+].CI.C([O-])(O)=O.[Na+]. (2) Given the product [CH3:1][O:2][C:3]1[CH:4]=[C:5]([CH2:17][C:18]([OH:20])=[O:19])[CH:6]=[CH:7][C:8]=1[C:26]1[CH:25]=[CH:24][N:23]=[C:22]([CH3:21])[CH:27]=1, predict the reactants needed to synthesize it. The reactants are: [CH3:1][O:2][C:3]1[CH:4]=[C:5]([CH2:17][C:18]([OH:20])=[O:19])[CH:6]=[CH:7][C:8]=1OS(C(F)(F)F)(=O)=O.[CH3:21][C:22]1[CH:27]=[C:26]([Sn](CCCC)(CCCC)CCCC)[CH:25]=[CH:24][N:23]=1.CS(C)=O. (3) Given the product [N+:1]([C:4]1[CH:9]=[CH:8][C:7]([O:10][C:11](=[O:12])[NH:25][CH2:24][C:23]2[C:26]([Cl:36])=[CH:27][C:28]([O:30][CH2:31][CH:32]=[C:33]([Cl:35])[Cl:34])=[CH:29][C:22]=2[Cl:21])=[CH:6][CH:5]=1)([O-:3])=[O:2], predict the reactants needed to synthesize it. The reactants are: [N+:1]([C:4]1[CH:9]=[CH:8][C:7]([O:10][C:11](Cl)=[O:12])=[CH:6][CH:5]=1)([O-:3])=[O:2].C(N(CC)CC)C.[Cl:21][C:22]1[CH:29]=[C:28]([O:30][CH2:31][CH:32]=[C:33]([Cl:35])[Cl:34])[CH:27]=[C:26]([Cl:36])[C:23]=1[CH2:24][NH2:25].N(CC([O-])=O)C.[K+]. (4) Given the product [CH3:34][S:35]([OH:38])(=[O:37])=[O:36].[NH2:5][C:8]1[CH:9]=[CH:10][CH:11]=[C:12]2[C:17]=1[N:16]=[CH:15][C:14]([S:18]([C:21]1[CH:22]=[CH:23][CH:24]=[CH:25][CH:26]=1)(=[O:20])=[O:19])=[CH:13]2, predict the reactants needed to synthesize it. The reactants are: C(O)(=O)C.[N+:5]([C:8]1[CH:9]=[CH:10][CH:11]=[C:12]2[C:17]=1[N:16]=[CH:15][C:14]([S:18]([C:21]1[CH:26]=[CH:25][CH:24]=[CH:23][CH:22]=1)(=[O:20])=[O:19])=[CH:13]2)([O-])=O.C1(C)C=CC=CC=1.[CH3:34][S:35]([OH:38])(=[O:37])=[O:36]. (5) Given the product [Br:1][CH2:17][CH2:16][CH2:15][CH:12]1[CH2:13][CH2:14][O:9][CH2:10][CH2:11]1, predict the reactants needed to synthesize it. The reactants are: [Br:1]CC[C@H]1CCOC1.[O:9]1[CH2:14][CH2:13][CH:12]([CH2:15][CH2:16][CH2:17]O)[CH2:11][CH2:10]1. (6) Given the product [OH:24][CH2:23][C@H:22]([NH:21][C:4]1[C:5]2[CH:10]=[CH:9][N:8]([S:11]([C:14]3[CH:20]=[CH:19][C:17]([CH3:18])=[CH:16][CH:15]=3)(=[O:13])=[O:12])[C:6]=2[N:7]=[C:2]([NH:26][C:27]2[CH:28]=[CH:29][C:30]([N:33]3[CH2:34][CH2:35][N:36]([C:39](=[O:41])[CH3:40])[CH2:37][CH2:38]3)=[CH:31][CH:32]=2)[N:3]=1)[CH3:25], predict the reactants needed to synthesize it. The reactants are: Cl[C:2]1[N:3]=[C:4]([NH:21][C@H:22]([CH3:25])[CH2:23][OH:24])[C:5]2[CH:10]=[CH:9][N:8]([S:11]([C:14]3[CH:20]=[CH:19][C:17]([CH3:18])=[CH:16][CH:15]=3)(=[O:13])=[O:12])[C:6]=2[N:7]=1.[NH2:26][C:27]1[CH:32]=[CH:31][C:30]([N:33]2[CH2:38][CH2:37][N:36]([C:39](=[O:41])[CH3:40])[CH2:35][CH2:34]2)=[CH:29][CH:28]=1.C[Si](Cl)(C)C. (7) Given the product [Si:48]([O:55][CH2:56][C@@H:57]1[CH2:66][C:65]2[C:60](=[CH:61][CH:62]=[CH:63][CH:64]=2)[CH2:59][N:58]1[C:67]([C:69]1[CH:70]=[C:71]([CH:76]=[CH:77][C:78]=1[C:79]1[N:80]([CH3:95])[CH:81]=[C:82]([C:84](=[O:94])[N:85]([CH2:86][CH2:87][CH2:88][CH3:89])[CH2:90][CH2:91][CH2:92][CH3:93])[N:83]=1)[C:72]([OH:74])=[O:73])=[O:68])([C:51]([CH3:53])([CH3:54])[CH3:52])([CH3:50])[CH3:49], predict the reactants needed to synthesize it. The reactants are: C(N(CCCC)C(C1N=C(C2C=CC(C(O)=O)=CC=2C(N2[C@H](CO)CC3C(=CC=CC=3)C2)=O)N(CCC2C=CC=CC=2)C=1)=O)CCC.[Si:48]([O:55][CH2:56][C@@H:57]1[CH2:66][C:65]2[C:60](=[CH:61][CH:62]=[CH:63][CH:64]=2)[CH2:59][N:58]1[C:67]([C:69]1[CH:70]=[C:71]([CH:76]=[CH:77][C:78]=1[C:79]1[N:80]([CH3:95])[CH:81]=[C:82]([C:84](=[O:94])[N:85]([CH2:90][CH2:91][CH2:92][CH3:93])[CH2:86][CH2:87][CH2:88][CH3:89])[N:83]=1)[C:72]([O:74]C)=[O:73])=[O:68])([C:51]([CH3:54])([CH3:53])[CH3:52])([CH3:50])[CH3:49]. (8) Given the product [C:12]1([C:29]2[CH:30]=[CH:31][CH:32]=[CH:33][CH:34]=2)[CH:17]=[CH:16][C:15]([S:18]([N:21]2[CH2:25][CH2:24][S:23][CH:22]2[C:26]([NH:1][CH:2]([C:6]2[CH:11]=[CH:10][CH:9]=[CH:8][CH:7]=2)[C:3]([OH:5])=[O:4])=[O:27])(=[O:20])=[O:19])=[CH:14][CH:13]=1, predict the reactants needed to synthesize it. The reactants are: [NH2:1][CH:2]([C:6]1[CH:11]=[CH:10][CH:9]=[CH:8][CH:7]=1)[C:3]([OH:5])=[O:4].[C:12]1([C:29]2[CH:34]=[CH:33][CH:32]=[CH:31][CH:30]=2)[CH:17]=[CH:16][C:15]([S:18]([N:21]2[CH2:25][CH2:24][S:23][CH:22]2[C:26](Cl)=[O:27])(=[O:20])=[O:19])=[CH:14][CH:13]=1. (9) Given the product [CH:22]([O:24][CH:25]([CH2:3][CH2:4][CH2:5][CH2:6][CH2:7][CH2:8][CH2:9][CH2:10]/[CH:11]=[CH:12]\[CH2:13]/[CH:14]=[CH:15]\[CH2:16][CH2:17][CH2:18][CH2:19][CH3:20])[CH2:26][CH2:3][CH2:4][CH2:5][CH2:6][CH2:7][CH2:8][CH2:9]/[CH:10]=[CH:11]\[CH2:12]/[CH:13]=[CH:14]\[CH2:15][CH2:16][CH2:17][CH2:18][CH3:19])=[O:23], predict the reactants needed to synthesize it. The reactants are: II.[CH2:3](Br)[CH2:4][CH2:5][CH2:6][CH2:7][CH2:8][CH2:9][CH2:10]/[CH:11]=[CH:12]\[CH2:13]/[CH:14]=[CH:15]\[CH2:16][CH2:17][CH2:18][CH2:19][CH3:20].[CH:22]([O:24][CH2:25][CH3:26])=[O:23].OS(O)(=O)=O.